Dataset: Forward reaction prediction with 1.9M reactions from USPTO patents (1976-2016). Task: Predict the product of the given reaction. (1) Given the reactants [Cl:1][C:2]1[CH:7]=[CH:6][C:5]([NH:8][C:9](=[O:27])[CH2:10][CH2:11][C:12]2[CH:17]=[CH:16][C:15]([O:18][C:19]3[CH:24]=[CH:23][N:22]=[C:21]([C:25]#[N:26])[CH:20]=3)=[CH:14][CH:13]=2)=[CH:4][C:3]=1[C:28]([F:31])([F:30])[F:29].C[O-].[Na+].[Cl-].[NH4+:36], predict the reaction product. The product is: [NH2:26][C:25](=[NH:36])[C:21]1[CH:20]=[C:19]([O:18][C:15]2[CH:16]=[CH:17][C:12]([CH2:11][CH2:10][C:9]([NH:8][C:5]3[CH:6]=[CH:7][C:2]([Cl:1])=[C:3]([C:28]([F:31])([F:29])[F:30])[CH:4]=3)=[O:27])=[CH:13][CH:14]=2)[CH:24]=[CH:23][N:22]=1. (2) Given the reactants [CH2:1]([OH:11])[CH2:2][CH2:3][CH2:4][CH2:5][CH2:6][CH2:7][CH2:8][CH2:9][CH3:10].[CH3:12][N:13]([CH3:23])[C:14]1[CH:22]=[CH:21][C:17]([C:18](O)=[O:19])=[CH:16][CH:15]=1, predict the reaction product. The product is: [CH2:1]([O:11][C:18](=[O:19])[C:17]1[CH:16]=[CH:15][C:14]([N:13]([CH3:12])[CH3:23])=[CH:22][CH:21]=1)[CH2:2][CH2:3][CH2:4][CH2:5][CH2:6][CH2:7][CH2:8][CH2:9][CH3:10]. (3) Given the reactants [S:1]1[CH:5]=[CH:4][C:3](B(O)O)=[CH:2]1.[Cl:9][C:10]1[N:15]=[C:14](Cl)[CH:13]=[CH:12][N:11]=1.C([O-])([O-])=O.[Na+].[Na+], predict the reaction product. The product is: [Cl:9][C:10]1[N:15]=[C:14]([C:3]2[CH:4]=[CH:5][S:1][CH:2]=2)[CH:13]=[CH:12][N:11]=1.